From a dataset of Full USPTO retrosynthesis dataset with 1.9M reactions from patents (1976-2016). Predict the reactants needed to synthesize the given product. (1) Given the product [CH2:3]([C@@H:2]([NH:1][C:20](=[O:21])[O:22][C:23]([CH3:26])([CH3:24])[CH3:25])[C:10](=[O:11])[N:12]1[CH2:19][CH2:18][CH2:17][C@H:13]1[C:14]([NH:29][CH:30]1[CH2:38][CH2:37][C:36]2[C:32](=[CH:33][NH:34][N:35]=2)[CH2:31]1)=[O:15])[C:4]1[CH:5]=[CH:6][CH:7]=[CH:8][CH:9]=1, predict the reactants needed to synthesize it. The reactants are: [NH:1]([C:20]([O:22][C:23]([CH3:26])([CH3:25])[CH3:24])=[O:21])[C@@H:2]([C:10]([N:12]1[CH2:19][CH2:18][CH2:17][C@H:13]1[C:14](O)=[O:15])=[O:11])[CH2:3][C:4]1[CH:9]=[CH:8][CH:7]=[CH:6][CH:5]=1.Cl.Cl.[NH2:29][CH:30]1[CH2:38][CH2:37][C:36]2[C:32](=[CH:33][NH:34][N:35]=2)[CH2:31]1. (2) Given the product [CH2:17]([O:16][C:14]([C@@H:13]1[CH2:19][CH2:20][CH2:21][N:11]([C:38]([C:34]2([C:31]3[CH:30]=[CH:29][C:28]([Cl:27])=[CH:33][CH:32]=3)[CH2:35][CH2:36][CH2:37]2)=[O:39])[CH2:12]1)=[O:15])[CH3:18], predict the reactants needed to synthesize it. The reactants are: C([C@@H]([C@H](C(O)=O)O)O)(O)=O.[NH:11]1[CH2:21][CH2:20][CH2:19][C@@H:13]([C:14]([O:16][CH2:17][CH3:18])=[O:15])[CH2:12]1.C(=O)(O)[O-].[Na+].[Cl:27][C:28]1[CH:33]=[CH:32][C:31]([C:34]2([C:38](Cl)=[O:39])[CH2:37][CH2:36][CH2:35]2)=[CH:30][CH:29]=1. (3) Given the product [CH3:2][CH2:1][O:3][C:5]([C@@H:7]([NH2:8])[CH2:9][C:10]1[CH:11]=[CH:12][C:13]([OH:14])=[C:15]([OH:16])[CH:17]=1)=[O:4], predict the reactants needed to synthesize it. The reactants are: [CH2:1]([OH:3])[CH3:2].[O:4]=[C:5]([C@H:7]([CH2:9][C:10]1[CH:17]=[C:15]([OH:16])[C:13]([OH:14])=[CH:12][CH:11]=1)[NH2:8])O.Cl. (4) Given the product [Cl:2][C:3]1[CH:4]=[N:5][N:6]([C:8]2([C:11](=[NH:12])[O:15][CH2:13][CH3:14])[CH2:9][CH2:10]2)[CH:7]=1, predict the reactants needed to synthesize it. The reactants are: Cl.[Cl:2][C:3]1[CH:4]=[N:5][N:6]([C:8]2([C:11]#[N:12])[CH2:10][CH2:9]2)[CH:7]=1.[CH2:13]([OH:15])[CH3:14].